From a dataset of Experimentally validated miRNA-target interactions with 360,000+ pairs, plus equal number of negative samples. Binary Classification. Given a miRNA mature sequence and a target amino acid sequence, predict their likelihood of interaction. (1) The protein sequence of the target gene is MDDLSEANGSFAISLLKILSEKDKSRNLFFCPMSVSSALAMVYLGAKGNTATQMSEVLGLSGNGDVHQSFQTLLAEINKTDTQYLLKSACRLFGEESCDFLSTFKESCHKFYQAGLEELSFAKDTEGCRKHINDWVSEKTEGKISEVLSPGTVCPLTKLVLVNAMYFKGKWKAQFDRKYTRGMPFKTNQEKKTVQMMFKHAKFKMGHVDEVNMQVLALPYAEEELSMVILLPDESTDLAVVEKALTYEKLRAWTNPETLTESQVQVFLPRLKLEESYDLETVLQNLGMTDAFEETRADFS.... Result: 0 (no interaction). The miRNA is hsa-miR-627-3p with sequence UCUUUUCUUUGAGACUCACU. (2) The miRNA is rno-miR-107-3p with sequence AGCAGCAUUGUACAGGGCUAUCA. The protein sequence of the target gene is METDAIDGYITCDNELSPEGEHANMAIDLTSSTPNGQHASPSHMTSTNSVKLEMQSDEECDRQPLSREDEIRGHDEGSSLEEPLIESSEVADNRKVQDLQGEGGIRLPNGKLKCDVCGMVCIGPNVLMVHKRSHTGERPFHCNQCGASFTQKGNLLRHIKLHSGEKPFKCPFCSYACRRRDALTGHLRTHSVGKPHKCNYCGRSYKQRSSLEEHKERCHNYLQNVSMEAAGQVMSHHVPPMEDCKEQEPIMDNNISLVPFERPAVIEKLTANMGKRKSSTPQKFVGEKLMRFSYPDIHFD.... Result: 0 (no interaction). (3) The miRNA is mmu-miR-3112-5p with sequence ACAUAGAAAAGGCAGUCUGCA. Result: 0 (no interaction). The protein sequence of the target gene is MSPCGRALHTSRGAMAMLARKFPRTRLPVGASALCVVVLCWLYIFPVYRLPNEKEIVQGVLAQRTAWRTNQTSASLFRRQMEDCCDPAHLFAMTKMNSPMGKSLWYDGELLYSFTIDNSTYSLFPQATPFQLPLKKCAVVGNGGILKMSGCGRQIDEANFVMRCNLPPLSSEYTRDVGSKTQLVTANPSIIRQRFENLLWSRKKFVDNMKIYNHSYIYMPAFSMKTGTEPSLRVYYTLKDVGANQTVLFANPNFLRNIGKFWKSRGIHAKRLSTGLFLVSAALGLCEEVSIYGFWPFSVN....